Predict the reaction yield, written as a fraction of the theoretical maximum amount of product (1.0 means a 100% yield; for example, 0.34 means a 34% yield). From a dataset of Reaction yield outcomes from USPTO patents with 853,638 reactions. (1) The reactants are [Cl:1][C:2]1[S:3][C:4]([CH:19]2[C@H:24]([O:25][CH2:26][C:27]3[CH:32]=[CH:31][CH:30]=[CH:29][CH:28]=3)[C@@H:23]([O:33][CH2:34][C:35]3[CH:40]=[CH:39][CH:38]=[CH:37][CH:36]=3)[C@H:22]([O:41][CH2:42][C:43]3[CH:48]=[CH:47][CH:46]=[CH:45][CH:44]=3)[C@@H:21]([CH2:49][O:50][CH2:51][C:52]3[CH:57]=[CH:56][CH:55]=[CH:54][CH:53]=3)[O:20]2)=[CH:5][C:6]=1[CH2:7][O:8][Si](C(C)C)(C(C)C)C(C)C.CCCC[N+](CCCC)(CCCC)CCCC.[F-]. The catalyst is C1COCC1. The product is [Cl:1][C:2]1[S:3][C:4]([CH:19]2[C@H:24]([O:25][CH2:26][C:27]3[CH:28]=[CH:29][CH:30]=[CH:31][CH:32]=3)[C@@H:23]([O:33][CH2:34][C:35]3[CH:40]=[CH:39][CH:38]=[CH:37][CH:36]=3)[C@H:22]([O:41][CH2:42][C:43]3[CH:44]=[CH:45][CH:46]=[CH:47][CH:48]=3)[C@@H:21]([CH2:49][O:50][CH2:51][C:52]3[CH:53]=[CH:54][CH:55]=[CH:56][CH:57]=3)[O:20]2)=[CH:5][C:6]=1[CH2:7][OH:8]. The yield is 0.890. (2) The reactants are [CH2:1]([OH:16])[CH2:2][CH2:3]/[CH:4]=[CH:5]\[CH2:6][CH2:7][CH2:8][CH2:9][CH2:10][CH2:11][CH2:12][CH2:13][CH2:14][CH3:15].CCN(CC)CC.[C:24]1([CH3:34])[CH:29]=[CH:28][C:27]([S:30](Cl)(=[O:32])=[O:31])=[CH:26][CH:25]=1.C([O-])(O)=O.[Na+]. The product is [CH3:34][C:24]1[CH:29]=[CH:28][C:27]([S:30]([O:16]/[CH:1]=[CH:2]\[CH2:3][CH:4]=[CH:5][CH2:6][CH2:7][CH2:8][CH2:9][CH2:10][CH2:11][CH2:12][CH2:13][CH2:14][CH3:15])(=[O:32])=[O:31])=[CH:26][CH:25]=1. The catalyst is CN(C)C1C=CN=CC=1.C(Cl)Cl.C(OCC)(=O)C. The yield is 0.840. (3) The product is [CH3:29][C:25]1[N:24]=[C:23]([C:15]2[N:16]=[C:17]3[CH:22]=[CH:21][CH:20]=[CH:19][N:18]3[C:14]=2[C:12]2[CH:11]=[CH:10][N:9]=[C:8]([C:5]3[CH:6]=[CH:7][C:2]([O:1][CH2:31][C:30]4[N:18]=[CH:17][N:16]([CH3:15])[CH:32]=4)=[CH:3][CH:4]=3)[CH:13]=2)[CH:28]=[CH:27][CH:26]=1. The yield is 0.400. No catalyst specified. The reactants are [OH:1][C:2]1[CH:7]=[CH:6][C:5]([C:8]2[CH:13]=[C:12]([C:14]3[N:18]4[CH:19]=[CH:20][CH:21]=[CH:22][C:17]4=[N:16][C:15]=3[C:23]3[CH:28]=[CH:27][CH:26]=[C:25]([CH3:29])[N:24]=3)[CH:11]=[CH:10][N:9]=2)=[CH:4][CH:3]=1.[CH:30](OC(C)C)([CH3:32])[CH3:31]. (4) The reactants are [CH2:1]([C@H:8]([NH:39][C:40](=[O:70])[C@H:41]([CH2:47][C:48]([NH:50]C(C1C=CC=CC=1)(C1C=CC=CC=1)C1C=CC=CC=1)=[O:49])[NH:42][C:43]([O:45][CH3:46])=[O:44])[C@@H:9]([OH:38])[CH2:10][C@@H:11]([NH:25][C:26](=[O:37])[C@H:27]([C:33]([CH3:36])([CH3:35])[CH3:34])[NH:28][C:29]([O:31][CH3:32])=[O:30])[CH2:12][C:13]1[CH:18]=[CH:17][C:16]([C:19]2[CH:24]=[CH:23][CH:22]=[CH:21][N:20]=2)=[CH:15][CH:14]=1)[C:2]1[CH:7]=[CH:6][CH:5]=[CH:4][CH:3]=1.FC(F)(F)C(O)=O. The product is [CH3:46][O:45][C:43](=[O:44])[NH:42][C@@H:41]([CH2:47][C:48]([NH2:50])=[O:49])[C:40](=[O:70])[NH:39][C@@H:8]([CH2:1][C:2]1[CH:7]=[CH:6][CH:5]=[CH:4][CH:3]=1)[C@@H:9]([OH:38])[CH2:10][C@H:11]([CH2:12][C:13]1[CH:14]=[CH:15][C:16]([C:19]2[CH:24]=[CH:23][CH:22]=[CH:21][N:20]=2)=[CH:17][CH:18]=1)[NH:25][C:26](=[O:37])[C@H:27]([C:33]([CH3:36])([CH3:35])[CH3:34])[NH:28][C:29](=[O:30])[O:31][CH3:32]. The catalyst is ClCCl. The yield is 0.160. (5) The reactants are [N+:1]([C:4]1[CH:12]=[C:7]2[CH2:8][NH:9][CH2:10][CH2:11][N:6]2[N:5]=1)([O-:3])=[O:2].[CH3:13][C:14]([O:17][C:18](O[C:18]([O:17][C:14]([CH3:16])([CH3:15])[CH3:13])=[O:19])=[O:19])([CH3:16])[CH3:15]. The catalyst is C1COCC1.CN(C1C=CN=CC=1)C. The product is [N+:1]([C:4]1[CH:12]=[C:7]2[CH2:8][N:9]([C:18]([O:17][C:14]([CH3:16])([CH3:15])[CH3:13])=[O:19])[CH2:10][CH2:11][N:6]2[N:5]=1)([O-:3])=[O:2]. The yield is 0.800. (6) The reactants are [Se](=O)=[O:2].[CH3:4][C:5]([C:7]1[CH:12]=[CH:11][C:10]([F:13])=[CH:9][CH:8]=1)=[O:6]. The catalyst is O1CCOCC1.O. The product is [F:13][C:10]1[CH:11]=[CH:12][C:7]([C:5]([CH:4]=[O:2])=[O:6])=[CH:8][CH:9]=1. The yield is 0.850. (7) The reactants are [Cl:1][C:2]1[CH:7]=[CH:6][C:5]([S:8]([N:11]([CH:20]([CH3:29])[CH2:21][C:22]([O:24]C(C)(C)C)=[O:23])[C:12]2[CH:17]=[CH:16][CH:15]=[C:14]([O:18][CH3:19])[CH:13]=2)(=[O:10])=[O:9])=[CH:4][CH:3]=1.C(O)(C(F)(F)F)=O. The catalyst is C(Cl)Cl. The product is [Cl:1][C:2]1[CH:3]=[CH:4][C:5]([S:8]([N:11]([CH:20]([CH3:29])[CH2:21][C:22]([OH:24])=[O:23])[C:12]2[CH:17]=[CH:16][CH:15]=[C:14]([O:18][CH3:19])[CH:13]=2)(=[O:10])=[O:9])=[CH:6][CH:7]=1. The yield is 0.850.